Dataset: Reaction yield outcomes from USPTO patents with 853,638 reactions. Task: Predict the reaction yield, written as a fraction of the theoretical maximum amount of product (1.0 means a 100% yield; for example, 0.34 means a 34% yield). (1) The catalyst is C1COCC1.C(Cl)Cl. The yield is 1.00. The reactants are Cl[C:2]1[N:7]=[C:6](Cl)[N:5]=[C:4]([O:9][CH2:10][C:11]([F:14])([F:13])[F:12])[N:3]=1.[S:15]([NH2:25])(=[O:24])([C:17]1[CH:22]=[CH:21][C:20]([NH2:23])=[CH:19][CH:18]=1)=[O:16].CCN(C(C)C)C(C)C.ClC1N=C(OCC(F)(F)F)N=C(NC2C=CC(S(N)(=O)=O)=CC=2)N=1.[Cl:59][C:60]1[CH:65]=[CH:64][C:63]([C:66]2([NH:69]C3N=C(OCC(F)(F)F)N=C(NC4C=CC(S(N)(=O)=O)=CC=4)N=3)[CH2:68][CH2:67]2)=[CH:62][CH:61]=1.C1CN([P+](ON2N=NC3C=CC=CC2=3)(N2CCCC2)N2CCCC2)CC1.F[P-](F)(F)(F)(F)F.[C:126]([O:130][C:131]([NH:133][CH2:134][C:135]1([C:138](O)=[O:139])[CH2:137][CH2:136]1)=[O:132])([CH3:129])([CH3:128])[CH3:127]. The product is [Cl:59][C:60]1[CH:61]=[CH:62][C:63]([C:66]2([NH:69][C:6]3[N:5]=[C:4]([O:9][CH2:10][C:11]([F:14])([F:13])[F:12])[N:3]=[C:2]([NH:23][C:20]4[CH:19]=[CH:18][C:17]([S:15]([NH:25][C:138]([C:135]5([CH2:134][NH:133][C:131](=[O:132])[O:130][C:126]([CH3:128])([CH3:127])[CH3:129])[CH2:137][CH2:136]5)=[O:139])(=[O:24])=[O:16])=[CH:22][CH:21]=4)[N:7]=3)[CH2:67][CH2:68]2)=[CH:64][CH:65]=1. (2) The reactants are [H-].[Na+].[F:3][C:4]1[CH:5]=[C:6]([C:10]2[C:14]([CH2:15][OH:16])=[C:13]([CH3:17])[O:12][N:11]=2)[CH:7]=[CH:8][CH:9]=1.Cl[C:19]1[CH:28]=[CH:27][C:22]([C:23]([O:25][CH3:26])=[O:24])=[CH:21][N:20]=1.[Cl-].[Na+]. The catalyst is C1COCC1. The product is [CH3:26][O:25][C:23](=[O:24])[C:22]1[CH:27]=[CH:28][C:19]([O:16][CH2:15][C:14]2[C:10]([C:6]3[CH:7]=[CH:8][CH:9]=[C:4]([F:3])[CH:5]=3)=[N:11][O:12][C:13]=2[CH3:17])=[N:20][CH:21]=1. The yield is 0.680. (3) The reactants are [CH:1]1[C:10]2[C:5](=[CH:6][CH:7]=[CH:8][CH:9]=2)[CH:4]=[CH:3][C:2]=1[C:11]1[CH:16]=[CH:15][C:14]([C:17]2(O)[C:30]3[CH:29]=[CH:28][CH:27]=[CH:26][C:25]=3[C:24]([C:32]3[CH:37]=[CH:36][C:35]([C:38]4[CH:47]=[CH:46][C:45]5[C:40](=[CH:41][CH:42]=[CH:43][CH:44]=5)[CH:39]=4)=[CH:34][CH:33]=3)(O)[C:23]3[C:18]2=[CH:19][CH:20]=[CH:21][CH:22]=3)=[CH:13][CH:12]=1.I.[PH2](O)=O. The yield is 0.980. The catalyst is C(O)(=O)C. The product is [CH:1]1[C:10]2[C:5](=[CH:6][CH:7]=[CH:8][CH:9]=2)[CH:4]=[CH:3][C:2]=1[C:11]1[CH:12]=[CH:13][C:14]([C:17]2[C:18]3[C:23]([C:24]([C:32]4[CH:37]=[CH:36][C:35]([C:38]5[CH:47]=[CH:46][C:45]6[C:40](=[CH:41][CH:42]=[CH:43][CH:44]=6)[CH:39]=5)=[CH:34][CH:33]=4)=[C:25]4[C:30]=2[CH:29]=[CH:28][CH:27]=[CH:26]4)=[CH:22][CH:21]=[CH:20][CH:19]=3)=[CH:15][CH:16]=1. (4) The yield is 0.560. The reactants are [C:1]([O:5][C:6](=[O:24])[NH:7][C:8]1[CH:13]=[C:12]([CH2:14][S:15][C:16]2[CH:21]=[CH:20][C:19]([Cl:22])=[CH:18][C:17]=2[NH2:23])[CH:11]=[CH:10][N:9]=1)([CH3:4])([CH3:3])[CH3:2].[O:25]1[C:29]2[CH:30]=[CH:31][CH:32]=[CH:33][C:28]=2[CH:27]=[C:26]1[S:34](Cl)(=[O:36])=[O:35]. The product is [C:1]([O:5][C:6](=[O:24])[NH:7][C:8]1[CH:13]=[C:12]([CH2:14][S:15][C:16]2[CH:21]=[CH:20][C:19]([Cl:22])=[CH:18][C:17]=2[NH:23][S:34]([C:26]2[O:25][C:29]3[CH:30]=[CH:31][CH:32]=[CH:33][C:28]=3[CH:27]=2)(=[O:35])=[O:36])[CH:11]=[CH:10][N:9]=1)([CH3:4])([CH3:2])[CH3:3]. The catalyst is N1C=CC=CC=1. (5) The reactants are [Br:1][C:2]1[CH:3]=[N:4][CH:5]=[C:6](Br)[CH:7]=1.[CH3:9][O-:10].[Na+]. The catalyst is CO.[Cu]. The product is [Br:1][C:2]1[CH:7]=[C:6]([O:10][CH3:9])[CH:5]=[N:4][CH:3]=1. The yield is 0.595. (6) The reactants are [F:1][C:2]1[C:12]([NH:13][CH2:14][C:15]2[CH:20]=[C:19]([C:21]3[CH:26]=[CH:25][CH:24]=[C:23]([F:27])[CH:22]=3)[CH:18]=[CH:17][C:16]=2[F:28])=[C:11]([F:29])[CH:10]=[CH:9][C:3]=1[O:4][CH2:5][C:6]([OH:8])=[O:7].[CH3:30][CH:31](O)[CH3:32]. The catalyst is S(=O)(=O)(O)O. The product is [F:1][C:2]1[C:12]([NH:13][CH2:14][C:15]2[CH:20]=[C:19]([C:21]3[CH:26]=[CH:25][CH:24]=[C:23]([F:27])[CH:22]=3)[CH:18]=[CH:17][C:16]=2[F:28])=[C:11]([F:29])[CH:10]=[CH:9][C:3]=1[O:4][CH2:5][C:6]([O:8][CH:31]([CH3:32])[CH3:30])=[O:7]. The yield is 0.680. (7) The reactants are [CH3:1][O:2][C:3]1[CH:10]=[CH:9][C:6]([CH2:7]Cl)=[CH:5][CH:4]=1.[CH3:11][O:12][C:13]([C:15]1[S:16][CH:17]=[CH:18][C:19]=1[NH2:20])=[O:14]. The catalyst is C(Cl)Cl. The product is [CH3:11][O:12][C:13]([C:15]1[S:16][CH:17]=[CH:18][C:19]=1[NH:20][CH2:7][C:6]1[CH:9]=[CH:10][C:3]([O:2][CH3:1])=[CH:4][CH:5]=1)=[O:14]. The yield is 0.910. (8) The reactants are [CH3:1][O:2][C:3]1[CH:4]=[C:5]([NH2:15])[CH:6]=[CH:7][C:8]=1[N:9]1[CH:13]=[C:12]([CH3:14])[N:11]=[CH:10]1.[C:16](N1C=CC=CC1=O)(N1C=CC=CC1=O)=[S:17]. The catalyst is ClCCl. The product is [N:15]([C:5]1[CH:6]=[CH:7][C:8]([N:9]2[CH:13]=[C:12]([CH3:14])[N:11]=[CH:10]2)=[C:3]([O:2][CH3:1])[CH:4]=1)=[C:16]=[S:17]. The yield is 0.940. (9) The reactants are Br[CH2:2][C:3]1[S:4][C:5]2[CH:11]=[C:10]([O:12][CH3:13])[C:9]([O:14][Si](C(C)(C)C)(C)C)=[CH:8][C:6]=2[N:7]=1.[P:22]([O:29]CC)([O:26][CH2:27][CH3:28])[O:23][CH2:24][CH3:25]. No catalyst specified. The product is [CH2:24]([O:23][P:22]([CH2:2][C:3]1[S:4][C:5]2[CH:11]=[C:10]([O:12][CH3:13])[C:9]([OH:14])=[CH:8][C:6]=2[N:7]=1)(=[O:29])[O:26][CH2:27][CH3:28])[CH3:25]. The yield is 0.650.